Dataset: Reaction yield outcomes from USPTO patents with 853,638 reactions. Task: Predict the reaction yield, written as a fraction of the theoretical maximum amount of product (1.0 means a 100% yield; for example, 0.34 means a 34% yield). (1) The reactants are [O:1]=[C:2]1[C:7]([CH2:8][C:9]2[CH:14]=[CH:13][C:12]([C:15]3[C:16]([C:21]#[N:22])=[CH:17][CH:18]=[CH:19][CH:20]=3)=[CH:11][CH:10]=2)=[C:6]([CH2:23][CH2:24][CH3:25])[N:5]2[N:26]=[CH:27][N:28]=[C:4]2[NH:3]1.[C:29]1(B(O)O)[CH:34]=[CH:33][CH:32]=[CH:31][CH:30]=1.C(N(CC)CC)C.N1C=CC=CC=1. The catalyst is ClCCl.C(OCC)(=O)C.C([O-])(=O)C.[Cu+2].C([O-])(=O)C. The product is [O:1]=[C:2]1[C:7]([CH2:8][C:9]2[CH:10]=[CH:11][C:12]([C:15]3[C:16]([C:21]#[N:22])=[CH:17][CH:18]=[CH:19][CH:20]=3)=[CH:13][CH:14]=2)=[C:6]([CH2:23][CH2:24][CH3:25])[N:5]2[N:26]=[CH:27][N:28]=[C:4]2[N:3]1[C:29]1[CH:34]=[CH:33][CH:32]=[CH:31][CH:30]=1. The yield is 0.800. (2) The reactants are [CH3:1][CH2:2][CH2:3][CH2:4][CH2:5][CH3:6].[CH2:7]([Li])[CH2:8][CH2:9][CH3:10].[C:12](=[O:14])=[O:13].S([O-])(O)(=O)=O.[K+].[O:21]1[CH2:25][CH2:24][CH2:23]C1. No catalyst specified. The product is [CH2:25]([O:21][C:3]1[CH:2]=[C:1]([O:21][CH2:25][CH:24]=[CH2:23])[C:6]([CH2:7][C:8]#[C:9][CH3:10])=[CH:5][C:4]=1[C:12]([OH:14])=[O:13])[CH:24]=[CH2:23]. The yield is 0.620.